From a dataset of Full USPTO retrosynthesis dataset with 1.9M reactions from patents (1976-2016). Predict the reactants needed to synthesize the given product. (1) The reactants are: [Br:1][C:2]1[CH:7]=[CH:6][C:5]([S:8](Cl)(=[O:10])=[O:9])=[C:4]([O:12][C:13]([F:16])([F:15])[F:14])[CH:3]=1.[CH3:17][N:18]1[CH2:23][CH2:22][NH:21][CH2:20][CH2:19]1. Given the product [Br:1][C:2]1[CH:7]=[CH:6][C:5]([S:8]([N:21]2[CH2:22][CH2:23][N:18]([CH3:17])[CH2:19][CH2:20]2)(=[O:10])=[O:9])=[C:4]([O:12][C:13]([F:16])([F:15])[F:14])[CH:3]=1, predict the reactants needed to synthesize it. (2) Given the product [CH3:30][C:27]1[N:26]=[C:25]([NH:24][C:21]([C:19]2[CH:18]=[CH:17][C:16]3[N:12]([CH2:11][CH2:10][CH2:9][NH2:8])[CH:13]=[N:14][C:15]=3[CH:20]=2)=[O:23])[S:29][N:28]=1, predict the reactants needed to synthesize it. The reactants are: C(OC([NH:8][CH2:9][CH2:10][CH2:11][N:12]1[C:16]2[CH:17]=[CH:18][C:19]([C:21]([OH:23])=O)=[CH:20][C:15]=2[N:14]=[CH:13]1)=O)(C)(C)C.[NH2:24][C:25]1[S:29][N:28]=[C:27]([CH3:30])[N:26]=1. (3) Given the product [CH2:20]1[C:19]2([CH2:24][CH2:25][CH2:26][C:17]([CH2:16][O:15][C:12]3[CH:11]=[CH:10][C:9]([C@@H:5]([C:6]#[C:7][CH3:8])[CH2:4][C:3]([OH:27])=[O:2])=[CH:14][CH:13]=3)=[CH:18]2)[CH2:23][CH2:22][CH2:21]1, predict the reactants needed to synthesize it. The reactants are: C[O:2][C:3](=[O:27])[CH2:4][C@@H:5]([C:9]1[CH:14]=[CH:13][C:12]([O:15][CH2:16][C:17]2[CH2:26][CH2:25][CH2:24][C:19]3([CH2:23][CH2:22][CH2:21][CH2:20]3)[CH:18]=2)=[CH:11][CH:10]=1)[C:6]#[C:7][CH3:8].[OH-].[Na+].Cl.S([O-])([O-])(=O)=O.[Na+].[Na+]. (4) Given the product [F:1][C:2]1[CH:7]=[C:6]([N:8]2[C:29](=[O:30])[CH:28]=[C:27]([CH3:33])[N:23]=[C:24]2[CH3:26])[CH:5]=[CH:4][C:3]=1[NH:9][CH2:10][CH2:11][CH2:12][N:13]1[CH2:18][CH2:17][O:16][CH2:15][CH2:14]1, predict the reactants needed to synthesize it. The reactants are: [F:1][C:2]1[CH:7]=[C:6]([NH2:8])[CH:5]=[CH:4][C:3]=1[NH:9][CH2:10][CH2:11][CH2:12][N:13]1[CH2:18][CH2:17][O:16][CH2:15][CH2:14]1.C[Al](C)C.[NH:23](/[C:27](/[CH3:33])=[CH:28]\[C:29](OC)=[O:30])[C:24]([CH3:26])=O.